From a dataset of Forward reaction prediction with 1.9M reactions from USPTO patents (1976-2016). Predict the product of the given reaction. (1) Given the reactants C([Li])CCC.[F:6][C:7]([F:15])([F:14])[CH:8]([OH:13])[C:9]([F:12])(F)[F:10].[C:16]([O:21][CH2:22][C:23](=[O:25])[CH3:24])(=[O:20])[C:17]([CH3:19])=[CH2:18].Cl.[O:27]1CCCC1, predict the reaction product. The product is: [C:16]([O:21][CH2:22][C:23]([CH3:24])([OH:25])[C:9]([F:12])([F:10])[C:8]([OH:27])([OH:13])[C:7]([F:15])([F:14])[F:6])(=[O:20])[C:17]([CH3:19])=[CH2:18]. (2) Given the reactants N1C=CC=CC=1.Cl.CN(C)CCCN=C=NCC.[CH3:19][O:20][CH2:21][CH2:22][O:23][C:24]1[CH:29]=[CH:28][CH:27]=[CH:26][C:25]=1[NH2:30].[N:31]1([C:37]2[N:38]=[C:39]([CH2:44][C:45]([O-])=[O:46])[NH:40][C:41](=[O:43])[CH:42]=2)[CH2:36][CH2:35][O:34][CH2:33][CH2:32]1.[Na+], predict the reaction product. The product is: [CH3:19][O:20][CH2:21][CH2:22][O:23][C:24]1[CH:29]=[CH:28][CH:27]=[CH:26][C:25]=1[NH:30][C:45](=[O:46])[CH2:44][C:39]1[NH:40][C:41](=[O:43])[CH:42]=[C:37]([N:31]2[CH2:36][CH2:35][O:34][CH2:33][CH2:32]2)[N:38]=1. (3) Given the reactants Br[C:2]1[CH:7]=[CH:6][C:5]([Br:8])=[CH:4][N:3]=1.[CH3:9][OH:10].C[O-].[Na+], predict the reaction product. The product is: [Br:8][C:5]1[CH:6]=[CH:7][C:2]([O:10][CH3:9])=[N:3][CH:4]=1.